From a dataset of Reaction yield outcomes from USPTO patents with 853,638 reactions. Predict the reaction yield, written as a fraction of the theoretical maximum amount of product (1.0 means a 100% yield; for example, 0.34 means a 34% yield). (1) The reactants are CON(C)[C:4]([C:6]1[S:10][C:9]([C:11]2[CH:16]=[CH:15][CH:14]=[CH:13][CH:12]=2)=[N:8][C:7]=1[CH2:17][O:18][CH3:19])=[O:5].[CH3:21][Mg]Br.C1(C)C=CC=CC=1.C1COCC1. The catalyst is C1COCC1. The product is [CH3:19][O:18][CH2:17][C:7]1[N:8]=[C:9]([C:11]2[CH:12]=[CH:13][CH:14]=[CH:15][CH:16]=2)[S:10][C:6]=1[C:4](=[O:5])[CH3:21]. The yield is 0.810. (2) The reactants are CN(C=O)C.[CH2:6]([NH2:8])[CH3:7].[CH:9]1([CH2:15][CH2:16][CH2:17][CH2:18][NH:19][C:20]([C:22]2[N:23]=[C:24]([C@@H:27]3[CH:32]4[O:33][C@@H:29]([CH2:30][CH2:31]4)[C@@H:28]3[CH2:34][C:35]3[CH:40]=[C:39]([F:41])[CH:38]=[CH:37][C:36]=3[CH2:42][CH2:43][C:44]([OH:46])=O)[O:25][CH:26]=2)=[O:21])[CH2:14][CH2:13][CH2:12][CH2:11][CH2:10]1.Cl.CN(C)CCCN=C=NCC. The catalyst is CN(C1C=CN=CC=1)C.C(OCC)(=O)C. The product is [CH:9]1([CH2:15][CH2:16][CH2:17][CH2:18][NH:19][C:20]([C:22]2[N:23]=[C:24]([CH:27]3[CH:28]([CH2:34][C:35]4[CH:40]=[C:39]([F:41])[CH:38]=[CH:37][C:36]=4[CH2:42][CH2:43][C:44](=[O:46])[NH:8][CH2:6][CH3:7])[CH:29]4[O:33][CH:32]3[CH2:31][CH2:30]4)[O:25][CH:26]=2)=[O:21])[CH2:14][CH2:13][CH2:12][CH2:11][CH2:10]1. The yield is 0.200. (3) The reactants are [C:1]([O:5][C:6](=[O:16])[CH2:7]/[N:8]=[CH:9]/[CH2:10][C:11]([CH3:15])([CH3:14])[CH:12]=[CH2:13])([CH3:4])([CH3:3])[CH3:2].[Cl:17][C:18]1[C:19]([F:36])=[C:20](/[CH:24]=[C:25](/[C:28]2[CH:33]=[CH:32][C:31]([Cl:34])=[CH:30][C:29]=2[F:35])\[C:26]#[N:27])[CH:21]=[CH:22][CH:23]=1.C(N(CC)CC)C. The catalyst is ClCCl. The product is [C:1]([O:5][C:6]([CH:7]1[CH:24]([C:20]2[CH:21]=[CH:22][CH:23]=[C:18]([Cl:17])[C:19]=2[F:36])[C:25]([C:28]2[CH:33]=[CH:32][C:31]([Cl:34])=[CH:30][C:29]=2[F:35])([C:26]#[N:27])[CH:9]([CH2:10][C:11]([CH3:15])([CH3:14])[CH:12]=[CH2:13])[NH:8]1)=[O:16])([CH3:4])([CH3:3])[CH3:2]. The yield is 0.560. (4) The reactants are [CH:1]1([NH:4][C:5]2[CH:10]=[CH:9][N:8]3[CH:11]=[C:12]([C:14]4[CH:19]=[CH:18][C:17]([OH:20])=[CH:16][CH:15]=4)[N:13]=[C:7]3[CH:6]=2)[CH2:3][CH2:2]1.CC1C=CC(S(O[CH2:32][F:33])(=O)=O)=CC=1. No catalyst specified. The product is [CH:1]1([NH:4][C:5]2[CH:10]=[CH:9][N:8]3[CH:11]=[C:12]([C:14]4[CH:19]=[CH:18][C:17]([O:20][CH2:32][F:33])=[CH:16][CH:15]=4)[N:13]=[C:7]3[CH:6]=2)[CH2:3][CH2:2]1. The yield is 0.200. (5) The reactants are C(OC(=O)C)(=O)C.[CH3:8][O:9][C:10]1[CH:18]=[CH:17][CH:16]=[C:12]([C:13]([OH:15])=O)[C:11]=1[C:19]([OH:21])=[O:20]. The catalyst is O1CCCC1. The product is [CH3:8][O:9][C:10]1[CH:18]=[CH:17][CH:16]=[C:12]2[C:13]([O:21][C:19](=[O:20])[C:11]=12)=[O:15]. The yield is 0.990. (6) The reactants are [C:1]([O:5][C:6](=[O:29])[N:7]([CH:9]1[CH:13]([C:14]2[CH:19]=[CH:18][C:17]([Cl:20])=[C:16]([Cl:21])[CH:15]=2)[CH2:12][N:11](CC2C=CC=CC=2)[CH2:10]1)[CH3:8])([CH3:4])([CH3:3])[CH3:2].ClC(OCC(Cl)(Cl)Cl)=O. The catalyst is CC#N. The product is [C:1]([O:5][C:6](=[O:29])[N:7]([C@@H:9]1[C@@H:13]([C:14]2[CH:19]=[CH:18][C:17]([Cl:20])=[C:16]([Cl:21])[CH:15]=2)[CH2:12][NH:11][CH2:10]1)[CH3:8])([CH3:4])([CH3:2])[CH3:3]. The yield is 0.980.